This data is from Catalyst prediction with 721,799 reactions and 888 catalyst types from USPTO. The task is: Predict which catalyst facilitates the given reaction. (1) Reactant: Br[C:2]1[CH:11]=[CH:10][C:9]2[C:4](=[CH:5][CH:6]=[C:7]([Cl:12])[CH:8]=2)[N:3]=1.[Li]CCCC.[CH2:18]([O:20][C:21]1[CH:22]=[C:23]([O:38][CH:39]([CH3:41])[CH3:40])[C:24]([F:37])=[C:25]([CH:36]=1)/[CH:26]=[N:27]/[C:28]1[CH:35]=[CH:34][C:31]([C:32]#[N:33])=[CH:30][CH:29]=1)[CH3:19]. Product: [Cl:12][C:7]1[CH:8]=[C:9]2[C:4](=[CH:5][CH:6]=1)[N:3]=[C:2]([N:27]([CH2:26][C:25]1[CH:36]=[C:21]([O:20][CH2:18][CH3:19])[CH:22]=[C:23]([O:38][CH:39]([CH3:41])[CH3:40])[C:24]=1[F:37])[C:28]1[CH:35]=[CH:34][C:31]([C:32]#[N:33])=[CH:30][CH:29]=1)[CH:11]=[CH:10]2. The catalyst class is: 1. (2) Reactant: [NH2:1][C:2]1[CH:3]=[CH:4][CH:5]=[C:6]2[C:11]=1[CH:10]=[N:9][C:8]([NH:12][C:13]1[N:14]=[CH:15][C:16]([C:19]#[N:20])=[N:17][CH:18]=1)=[CH:7]2.[CH3:21][O:22][CH2:23][CH2:24][C:25](O)=[O:26].O.ON1C2C=CC=CC=2N=N1.C(N(C(C)C)CC)(C)C.Cl.C(N=C=NCCCN(C)C)C. Product: [C:19]([C:16]1[N:17]=[CH:18][C:13]([NH:12][C:8]2[N:9]=[CH:10][C:11]3[C:6]([CH:7]=2)=[CH:5][CH:4]=[CH:3][C:2]=3[NH:1][C:25](=[O:26])[CH2:24][CH2:23][O:22][CH3:21])=[N:14][CH:15]=1)#[N:20]. The catalyst class is: 3. (3) Reactant: [N+:1]([C:4]1[CH:9]=[CH:8][C:7]([S:10]([NH2:13])(=[O:12])=[O:11])=[CH:6][CH:5]=1)([O-:3])=[O:2].[CH2:14]([CH2:18][C:19](=O)[CH3:20])[C:15]([CH3:17])=O.C1(C)C=CC(S(O)(=O)=O)=CC=1.C. Product: [CH3:20][C:19]1[N:13]([S:10]([C:7]2[CH:6]=[CH:5][C:4]([N+:1]([O-:3])=[O:2])=[CH:9][CH:8]=2)(=[O:11])=[O:12])[C:15]([CH3:17])=[CH:14][CH:18]=1. The catalyst class is: 133. (4) Reactant: [Br:1][C:2]1[CH:3]=[C:4]([C:11]2[NH:12][C:13]3[C:18]([CH:19]=2)=[C:17]([F:20])[CH:16]=[CH:15][CH:14]=3)[C:5]([CH2:8][CH2:9]Cl)=[N:6][CH:7]=1.C(=O)([O-])[O-].[Cs+].[Cs+]. Product: [Br:1][C:2]1[CH:7]=[N:6][C:5]2[CH2:8][CH2:9][N:12]3[C:13]4[CH:14]=[CH:15][CH:16]=[C:17]([F:20])[C:18]=4[CH:19]=[C:11]3[C:4]=2[CH:3]=1. The catalyst class is: 3. (5) Reactant: [NH2:1][CH:2]1[CH2:10][C:9]2[C:4](=[CH:5][CH:6]=[CH:7][CH:8]=2)[CH2:3]1.C(OC(C)C)(=O)C.[F:18][C:19]([F:26])([F:25])[C:20](OCC)=[O:21]. Product: [CH2:3]1[C:4]2[C:9](=[CH:8][CH:7]=[CH:6][CH:5]=2)[CH2:10][CH:2]1[NH:1][C:20](=[O:21])[C:19]([F:26])([F:25])[F:18]. The catalyst class is: 194. (6) Reactant: N1N=[CH:3][N:4]([C:6]2[N:14]=[CH:13][N:12]=[C:11]3[C:7]=2[N:8]=[CH:9][N:10]3[C@H:15]2[C@@H:19]3[O:20][C:21]([CH3:24])([CH3:23])[O:22][C@@H:18]3[C@@H:17]([CH2:25][S:26][C@@H:27]3[CH2:31][N:30]([C:32]([O:34][C:35]([CH3:38])([CH3:37])[CH3:36])=[O:33])[C@H:29]([C:39]([O:41][CH3:42])=[O:40])[CH2:28]3)[O:16]2)C=1.[C:43]1([CH2:49][CH2:50]CN)[CH:48]=[CH:47][CH:46]=[CH:45][CH:44]=1. Product: [CH3:23][C:21]1([CH3:24])[O:20][C@H:19]2[C@H:15]([N:10]3[CH:9]=[N:8][C:7]4[C:11]3=[N:12][CH:13]=[N:14][C:6]=4[NH:4][CH2:3][CH2:50][CH2:49][C:43]3[CH:48]=[CH:47][CH:46]=[CH:45][CH:44]=3)[O:16][C@H:17]([CH2:25][S:26][C@@H:27]3[CH2:31][N:30]([C:32]([O:34][C:35]([CH3:38])([CH3:36])[CH3:37])=[O:33])[C@H:29]([C:39]([O:41][CH3:42])=[O:40])[CH2:28]3)[C@H:18]2[O:22]1. The catalyst class is: 3. (7) The catalyst class is: 1. Reactant: [H-].[Na+].[N:3]1[CH:8]=[CH:7][CH:6]=[CH:5][C:4]=1[CH2:9][OH:10].[Cl:11][C:12]1[N:13]=[N:14][C:15](Cl)=[CH:16][CH:17]=1. Product: [Cl:11][C:12]1[N:13]=[N:14][C:15]([O:10][CH2:9][C:4]2[CH:5]=[CH:6][CH:7]=[CH:8][N:3]=2)=[CH:16][CH:17]=1. (8) Reactant: [Br:1][C:2]1[CH:3]=[C:4]([O:22][C:23]2[CH:28]=[CH:27][CH:26]=[CH:25][CH:24]=2)[C:5]([NH:8][C:9]2[S:10][CH:11]=[C:12]([CH2:14][C:15]([O:20][CH3:21])([CH3:19])[C:16](O)=[O:17])[N:13]=2)=[N:6][CH:7]=1.C[N:30]1[CH2:35][CH2:34]O[CH2:32][CH2:31]1.ON1C2C=CC=CC=2N=N1.CCN=C=NCCCN(C)C.N1CCCC1. Product: [Br:1][C:2]1[CH:3]=[C:4]([O:22][C:23]2[CH:28]=[CH:27][CH:26]=[CH:25][CH:24]=2)[C:5]([NH:8][C:9]2[S:10][CH:11]=[C:12]([CH2:14][C:15]([O:20][CH3:21])([CH3:19])[C:16]([N:30]3[CH2:35][CH2:34][CH2:32][CH2:31]3)=[O:17])[N:13]=2)=[N:6][CH:7]=1. The catalyst class is: 59. (9) Product: [CH2:1]([NH:10][CH2:11][CH2:12][CH:13]1[C:17]2=[C:18]3[C:23](=[CH:24][CH:25]=[C:16]2[N:15]=[CH:14]1)[C:22](=[O:26])[NH:21][CH:20]=[CH:19]3)[C:2]1[CH:7]=[CH:6][CH:5]=[CH:4][CH:3]=1. Reactant: [CH:1](=O)[C:2]1[CH:7]=[CH:6][CH:5]=[CH:4][CH:3]=1.Cl.[NH2:10][CH2:11][CH2:12][C:13]1[C:17]2=[C:18]3[C:23](=[CH:24][CH:25]=[C:16]2[NH:15][CH:14]=1)[C:22](=[O:26])[NH:21][CH:20]=[CH:19]3.[BH4-]. The catalyst class is: 5.